From a dataset of Catalyst prediction with 721,799 reactions and 888 catalyst types from USPTO. Predict which catalyst facilitates the given reaction. (1) Product: [NH2:14][C:5]1[C:6]([C:9]([O:11][CH2:12][CH3:13])=[O:10])=[N:7][O:8][C:4]=1[CH:1]([CH3:3])[CH3:2]. The catalyst class is: 94. Reactant: [CH:1]([C:4]1[O:8][N:7]=[C:6]([C:9]([O:11][CH2:12][CH3:13])=[O:10])[C:5]=1[N+:14]([O-])=O)([CH3:3])[CH3:2]. (2) Reactant: C([O:4][C:5]1[N:6]=[C:7]([C:29]([O:31][CH2:32]C)=[O:30])[C:8]2[CH2:9][CH2:10][N:11]([CH2:20][C:21]3[CH:26]=[CH:25][C:24]([F:27])=[C:23]([Cl:28])[CH:22]=3)[C:12](=[O:19])[C:13]=2[C:14]=1[O:15]C(=O)C)(=O)C.C[O-].[Na+].Cl. Product: [Cl:28][C:23]1[CH:22]=[C:21]([CH:26]=[CH:25][C:24]=1[F:27])[CH2:20][N:11]1[CH2:10][CH2:9][C:8]2[C:7]([C:29]([O:31][CH3:32])=[O:30])=[N:6][C:5]([OH:4])=[C:14]([OH:15])[C:13]=2[C:12]1=[O:19]. The catalyst class is: 92.